This data is from Reaction yield outcomes from USPTO patents with 853,638 reactions. The task is: Predict the reaction yield, written as a fraction of the theoretical maximum amount of product (1.0 means a 100% yield; for example, 0.34 means a 34% yield). (1) The reactants are [CH3:1][N:2]1[CH2:7][CH2:6][N:5]([C:8]2[N:13]3[CH:14]=[C:15]([CH2:17][OH:18])[N:16]=[C:12]3[CH:11]=[CH:10][CH:9]=2)[CH2:4][CH2:3]1. The catalyst is C(Cl)(Cl)Cl.[O-2].[O-2].[Mn+4]. The product is [CH3:1][N:2]1[CH2:7][CH2:6][N:5]([C:8]2[N:13]3[CH:14]=[C:15]([CH:17]=[O:18])[N:16]=[C:12]3[CH:11]=[CH:10][CH:9]=2)[CH2:4][CH2:3]1. The yield is 0.820. (2) The reactants are C([O:4][CH:5]([C:8]1[C:13]2[N:14]3[CH2:20][CH2:19][CH2:18][N:17]([C:21]4[CH:26]=[CH:25][C:24]([Cl:27])=[CH:23][C:22]=4[Cl:28])[C:15]3=[N:16][C:12]=2[C:11]([Cl:29])=[CH:10][CH:9]=1)[CH2:6][CH3:7])(=O)C.C(=O)([O-])[O-].[K+].[K+]. The catalyst is CO. The product is [Cl:29][C:11]1[C:12]2[N:16]=[C:15]3[N:17]([C:21]4[CH:26]=[CH:25][C:24]([Cl:27])=[CH:23][C:22]=4[Cl:28])[CH2:18][CH2:19][CH2:20][N:14]3[C:13]=2[C:8]([CH:5]([OH:4])[CH2:6][CH3:7])=[CH:9][CH:10]=1. The yield is 0.710. (3) The reactants are [CH3:1][NH:2][C:3](=[O:5])[CH3:4].N1C(C)=CC=CC=1C.C(Cl)(=O)C(Cl)=O.[F:20][C:21]([F:57])([F:56])[CH:22]([C:49]1[CH:54]=[CH:53][N+:52]([O-])=[CH:51][CH:50]=1)[O:23][C:24]1[C:33]([N:34]([CH2:41][O:42][CH2:43][CH2:44][Si:45]([CH3:48])([CH3:47])[CH3:46])[S:35]([CH2:38][CH2:39][CH3:40])(=[O:37])=[O:36])=[N:32][C:31]2[C:26](=[CH:27][CH:28]=[CH:29][CH:30]=2)[N:25]=1.C(=O)(O)[O-].[Na+]. The catalyst is ClCCl.O. The product is [CH3:1][N:2]([C:53]1[CH:54]=[C:49]([CH:22]([O:23][C:24]2[C:33]([N:34]([CH2:41][O:42][CH2:43][CH2:44][Si:45]([CH3:47])([CH3:46])[CH3:48])[S:35]([CH2:38][CH2:39][CH3:40])(=[O:37])=[O:36])=[N:32][C:31]3[C:26](=[CH:27][CH:28]=[CH:29][CH:30]=3)[N:25]=2)[C:21]([F:20])([F:57])[F:56])[CH:50]=[CH:51][N:52]=1)[C:3](=[O:5])[CH3:4]. The yield is 0.990.